Dataset: Full USPTO retrosynthesis dataset with 1.9M reactions from patents (1976-2016). Task: Predict the reactants needed to synthesize the given product. Given the product [CH3:15][O:16][C:17]1[CH:18]=[C:19]2[C:24](=[C:25]([N:27]3[CH2:28][CH2:29][N:30]([CH3:33])[CH2:31][CH2:32]3)[CH:26]=1)[O:23][CH:22]([C:34]([NH:13][C:10]1[CH:11]=[CH:12][C:7]([C:4]3[N:3]=[C:2]([CH3:1])[O:6][N:5]=3)=[CH:8][CH:9]=1)=[O:35])[CH2:21][CH2:20]2, predict the reactants needed to synthesize it. The reactants are: [CH3:1][C:2]1[O:6][N:5]=[C:4]([C:7]2[CH:12]=[CH:11][C:10]([NH2:13])=[CH:9][CH:8]=2)[N:3]=1.Cl.[CH3:15][O:16][C:17]1[CH:18]=[C:19]2[C:24](=[C:25]([N:27]3[CH2:32][CH2:31][N:30]([CH3:33])[CH2:29][CH2:28]3)[CH:26]=1)[O:23][CH:22]([C:34](O)=[O:35])[CH2:21][CH2:20]2.CCN(C(C)C)C(C)C.CN(C(ON1N=NC2C=CC=CC1=2)=[N+](C)C)C.[B-](F)(F)(F)F.